From a dataset of Forward reaction prediction with 1.9M reactions from USPTO patents (1976-2016). Predict the product of the given reaction. (1) Given the reactants [C:1]([O:5][C:6](=[O:13])[NH:7][CH2:8][CH:9]([OH:12])CO)([CH3:4])([CH3:3])[CH3:2].I([O-])(=O)(=O)=O.[Na+], predict the reaction product. The product is: [C:1]([O:5][C:6](=[O:13])[NH:7][CH2:8][CH:9]=[O:12])([CH3:4])([CH3:2])[CH3:3]. (2) Given the reactants [F:1][C:2]([F:21])([F:20])[O:3][C:4]1[CH:5]=[C:6]([N:10]2[CH:14]=[C:13]([CH2:15][C:16]([O:18]C)=[O:17])[N:12]=[CH:11]2)[CH:7]=[CH:8][CH:9]=1.Cl.O1CCOCC1, predict the reaction product. The product is: [F:21][C:2]([F:1])([F:20])[O:3][C:4]1[CH:5]=[C:6]([N:10]2[CH:14]=[C:13]([CH2:15][C:16]([OH:18])=[O:17])[N:12]=[CH:11]2)[CH:7]=[CH:8][CH:9]=1.